Dataset: Forward reaction prediction with 1.9M reactions from USPTO patents (1976-2016). Task: Predict the product of the given reaction. The product is: [F:9][C:7]1[CH:6]=[C:5]([C@H:10]2[CH2:14][CH2:13][CH2:12][N:11]2[C:16]2[CH:21]=[CH:20][N:19]3[N:22]=[CH:23][C:24]([C:25]([OH:27])=[O:26])=[C:18]3[CH:17]=2)[CH:4]=[C:3]([F:2])[CH:8]=1. Given the reactants Cl.[F:2][C:3]1[CH:4]=[C:5]([C@H:10]2[CH2:14][CH2:13][CH2:12][NH:11]2)[CH:6]=[C:7]([F:9])[CH:8]=1.Br[C:16]1[CH:21]=[CH:20][N:19]2[N:22]=[CH:23][C:24]([C:25]([O:27]CC)=[O:26])=[C:18]2[CH:17]=1, predict the reaction product.